Task: Regression. Given a peptide amino acid sequence and an MHC pseudo amino acid sequence, predict their binding affinity value. This is MHC class I binding data.. Dataset: Peptide-MHC class I binding affinity with 185,985 pairs from IEDB/IMGT (1) The peptide sequence is DDHINLYI. The MHC is H-2-Kb with pseudo-sequence H-2-Kb. The binding affinity (normalized) is 0.00583. (2) The peptide sequence is LPRERFRKT. The MHC is HLA-B07:02 with pseudo-sequence HLA-B07:02. The binding affinity (normalized) is 0.521. (3) The peptide sequence is LKFSLPFPFLYKFLL. The MHC is HLA-A30:01 with pseudo-sequence HLA-A30:01. The binding affinity (normalized) is 0.00625. (4) The peptide sequence is MPYVFTLLF. The MHC is Patr-B1301 with pseudo-sequence Patr-B1301. The binding affinity (normalized) is 0.651. (5) The peptide sequence is AIYVFCISL. The MHC is HLA-A02:06 with pseudo-sequence HLA-A02:06. The binding affinity (normalized) is 0.643. (6) The peptide sequence is ITYNKITTL. The MHC is H-2-Db with pseudo-sequence H-2-Db. The binding affinity (normalized) is 0.565. (7) The peptide sequence is DLKWARFPK. The MHC is HLA-A68:01 with pseudo-sequence HLA-A68:01. The binding affinity (normalized) is 0.636. (8) The peptide sequence is RKIYDLIEL. The MHC is HLA-A29:02 with pseudo-sequence HLA-A29:02. The binding affinity (normalized) is 0. (9) The peptide sequence is KHMIAGVLF. The MHC is HLA-A24:02 with pseudo-sequence HLA-A24:02. The binding affinity (normalized) is 0.397. (10) The peptide sequence is AFPTSCHMFIICF. The MHC is HLA-A33:01 with pseudo-sequence HLA-A33:01. The binding affinity (normalized) is 0.0164.